Dataset: Forward reaction prediction with 1.9M reactions from USPTO patents (1976-2016). Task: Predict the product of the given reaction. (1) The product is: [CH:22]1([CH2:25][O:26][NH:27][C:19]([C:18]2[C:10]([NH:9][C:3]3[CH:4]=[CH:5][C:6]([I:8])=[CH:7][C:2]=3[F:1])=[C:11]3[C:15](=[CH:16][CH:17]=2)[NH:14][N:13]=[CH:12]3)=[O:21])[CH2:24][CH2:23]1. Given the reactants [F:1][C:2]1[CH:7]=[C:6]([I:8])[CH:5]=[CH:4][C:3]=1[NH:9][C:10]1[C:18]([C:19]([OH:21])=O)=[CH:17][CH:16]=[C:15]2[C:11]=1[CH:12]=[N:13][NH:14]2.[CH:22]1([CH2:25][O:26][NH2:27])[CH2:24][CH2:23]1.CCN=C=NCCCN(C)C.C1C=CC2N(O)N=NC=2C=1.CCN(C(C)C)C(C)C, predict the reaction product. (2) Given the reactants [C:1]([O:5][C:6]([NH:8][C:9]1[S:10][C:11]2[CH:17]=[C:16]([O:18][S:19]([C:22]3[CH:27]=[CH:26][C:25](F)=[CH:24][CH:23]=3)(=[O:21])=[O:20])[CH:15]=[CH:14][C:12]=2[N:13]=1)=[O:7])([CH3:4])([CH3:3])[CH3:2].[CH2:29]([NH2:33])[CH:30]([CH3:32])[CH3:31].C(=O)([O-])[O-].[Cs+].[Cs+].O, predict the reaction product. The product is: [C:1]([O:5][C:6]([NH:8][C:9]1[S:10][C:11]2[CH:17]=[C:16]([O:18][S:19]([C:22]3[CH:27]=[CH:26][C:25]([NH:33][CH2:29][CH:30]([CH3:32])[CH3:31])=[CH:24][CH:23]=3)(=[O:21])=[O:20])[CH:15]=[CH:14][C:12]=2[N:13]=1)=[O:7])([CH3:4])([CH3:3])[CH3:2]. (3) Given the reactants C([NH:4][C:5]1[CH:9]=[CH:8][N:7]([C:10]2[CH:15]=[CH:14][C:13]([O:16][CH3:17])=[CH:12][CH:11]=2)[C:6]=1[C:18]([O:20][CH2:21][CH3:22])=[O:19])(=O)C.[ClH:23], predict the reaction product. The product is: [NH2:4][C:5]1[CH:9]=[CH:8][N:7]([C:10]2[CH:11]=[CH:12][C:13]([O:16][CH3:17])=[CH:14][CH:15]=2)[C:6]=1[C:18]([O:20][CH2:21][CH3:22])=[O:19].[ClH:23].[NH2:4][C:5]1[CH:9]=[CH:8][N:7]([C:10]2[CH:11]=[CH:12][C:13]([O:16][CH3:17])=[CH:14][CH:15]=2)[C:6]=1[C:18]([O:20][CH2:21][CH3:22])=[O:19]. (4) Given the reactants [Br:1][C:2]1[CH:3]=[CH:4][C:5]([Cl:12])=[C:6]([CH:11]=1)[C:7](OC)=[O:8].[H-].[Al+3].[Li+].[H-].[H-].[H-].O.[OH-].[Na+], predict the reaction product. The product is: [Br:1][C:2]1[CH:3]=[CH:4][C:5]([Cl:12])=[C:6]([CH2:7][OH:8])[CH:11]=1. (5) Given the reactants C([O:5][C:6]([CH:8]1[CH2:13][CH2:12][N:11]([C:14](=[O:34])[CH2:15][N:16]2[C:25]3[C:20]([C:21](=[O:27])[NH:22][C:23](=[O:26])[N:24]=3)=[N:19][C:18]3[CH:28]=[C:29]([CH3:33])[C:30]([CH3:32])=[CH:31][C:17]2=3)[CH2:10][CH2:9]1)=[O:7])(C)(C)C.FC(F)(F)C(O)=O, predict the reaction product. The product is: [CH3:33][C:29]1[C:30]([CH3:32])=[CH:31][C:17]2[N:16]([CH2:15][C:14]([N:11]3[CH2:12][CH2:13][CH:8]([C:6]([OH:7])=[O:5])[CH2:9][CH2:10]3)=[O:34])[C:25]3[C:20]([C:21](=[O:27])[NH:22][C:23](=[O:26])[N:24]=3)=[N:19][C:18]=2[CH:28]=1. (6) Given the reactants [BH4-].[Na+].[CH2:3]([O:5][C:6](=[O:34])[CH2:7][CH2:8][CH2:9][CH2:10][CH2:11][CH2:12][N:13]1[C@@H:17](/[CH:18]=[CH:19]/[C:20](=[O:30])[C:21]2[O:22][C:23]([C:26]([F:29])([F:28])[F:27])=[CH:24][CH:25]=2)[CH2:16][C:15]([CH3:32])([CH3:31])[C:14]1=[O:33])[CH3:4], predict the reaction product. The product is: [CH2:3]([O:5][C:6](=[O:34])[CH2:7][CH2:8][CH2:9][CH2:10][CH2:11][CH2:12][N:13]1[C@@H:17](/[CH:18]=[CH:19]/[CH:20]([OH:30])[C:21]2[O:22][C:23]([C:26]([F:27])([F:29])[F:28])=[CH:24][CH:25]=2)[CH2:16][C:15]([CH3:31])([CH3:32])[C:14]1=[O:33])[CH3:4]. (7) Given the reactants [F:1][C:2]1[CH:7]=[C:6](F)[C:5]([F:9])=[CH:4][C:3]=1[N+:10]([O-:12])=[O:11].[CH3:13][N:14]1[C:19]([C:20]([F:23])([F:22])[F:21])=[CH:18][C:17](=[O:24])[NH:16][C:15]1=[O:25].C(=O)([O-])[O-].[K+].[K+], predict the reaction product. The product is: [F:1][C:2]1[CH:7]=[C:6]([N:16]2[C:17](=[O:24])[CH:18]=[C:19]([C:20]([F:22])([F:23])[F:21])[N:14]([CH3:13])[C:15]2=[O:25])[C:5]([F:9])=[CH:4][C:3]=1[N+:10]([O-:12])=[O:11]. (8) Given the reactants [CH2:1]([O:3][C:4](=[O:27])[C:5]([O:8][C:9]1[CH:14]=[CH:13][C:12]([O:15][CH2:16][C:17]2[CH:22]=[CH:21][CH:20]=[CH:19][CH:18]=2)=[CH:11][C:10]=1[CH2:23]C(=O)N)([CH3:7])[CH3:6])[CH3:2].FC(F)(F)C(OI(C1C=CC=CC=1)OC(=O)C(F)(F)F)=O.[N:49]1C=CC=CC=1.C(N(CC)CC)C.[C:62](O[C:62]([O:64][C:65]([CH3:68])([CH3:67])[CH3:66])=[O:63])([O:64][C:65]([CH3:68])([CH3:67])[CH3:66])=[O:63], predict the reaction product. The product is: [CH2:1]([O:3][C:4](=[O:27])[C:5]([O:8][C:9]1[CH:14]=[CH:13][C:12]([O:15][CH2:16][C:17]2[CH:18]=[CH:19][CH:20]=[CH:21][CH:22]=2)=[CH:11][C:10]=1[CH2:23][NH:49][C:62]([O:64][C:65]([CH3:68])([CH3:67])[CH3:66])=[O:63])([CH3:6])[CH3:7])[CH3:2].